Dataset: Forward reaction prediction with 1.9M reactions from USPTO patents (1976-2016). Task: Predict the product of the given reaction. (1) Given the reactants [CH3:1][C:2]1[CH:7]=[C:6]([N:8]2[CH2:12][CH2:11][CH2:10][CH2:9]2)[N:5]=[C:4](/[CH:13]=[CH:14]/[C:15]2[CH:16]=[C:17]([CH:20]=[CH:21][CH:22]=2)[C:18]#[N:19])[N:3]=1.[N-:23]=[N+:24]=[N-:25].[Na+].[NH4+].[Cl-], predict the reaction product. The product is: [CH3:1][C:2]1[CH:7]=[C:6]([N:8]2[CH2:9][CH2:10][CH2:11][CH2:12]2)[N:5]=[C:4](/[CH:13]=[CH:14]/[C:15]2[CH:22]=[CH:21][CH:20]=[C:17]([C:18]3[N:23]=[N:24][NH:25][N:19]=3)[CH:16]=2)[N:3]=1. (2) The product is: [Cl:2][C:3]1[CH:12]=[C:11]([CH2:13][S:14][C:15]2[CH:21]=[CH:20][CH:19]=[CH:18][C:16]=2[NH:17][C:24](=[O:25])[C:23]([CH3:28])([CH3:27])[CH3:22])[C:6]2[O:7][CH2:8][O:9][CH2:10][C:5]=2[CH:4]=1. Given the reactants Cl.[Cl:2][C:3]1[CH:12]=[C:11]([CH2:13][S:14][C:15]2[CH:21]=[CH:20][CH:19]=[CH:18][C:16]=2[NH2:17])[C:6]2[O:7][CH2:8][O:9][CH2:10][C:5]=2[CH:4]=1.[CH3:22][C:23]([CH3:28])([CH3:27])[C:24](Cl)=[O:25].C(O)C(N)(CO)CO, predict the reaction product. (3) Given the reactants [CH3:1][O:2][C:3]1[CH:4]=[C:5]([CH:19]=[CH:20][C:21]=1[O:22][CH3:23])[CH2:6][CH:7]1[C:16]2[C:11](=[CH:12][C:13]([O:17][CH3:18])=[CH:14][CH:15]=2)[CH2:10][CH2:9][NH:8]1.Br[CH2:25][C:26](Br)=[O:27].[CH3:29][O:30][C:31]1[CH:38]=[CH:37][CH:36]=[CH:35][C:32]=1[CH2:33][NH2:34], predict the reaction product. The product is: [CH3:1][O:2][C:3]1[CH:4]=[C:5]([CH:19]=[CH:20][C:21]=1[O:22][CH3:23])[CH2:6][CH:7]1[C:16]2[C:11](=[CH:12][C:13]([O:17][CH3:18])=[CH:14][CH:15]=2)[CH2:10][CH2:9][N:8]1[CH2:25][C:26]([NH:34][CH2:33][C:32]1[CH:35]=[CH:36][CH:37]=[CH:38][C:31]=1[O:30][CH3:29])=[O:27]. (4) Given the reactants [O:1]1[CH2:6][CH2:5][N:4]([C:7]2[CH:45]=[CH:44][C:10]([CH2:11][N:12]3[C:16]4[CH:17]=[CH:18][C:19]([O:21][CH2:22][C:23]5[CH:32]=[CH:31][C:30]6[C:25](=[CH:26][CH:27]=[CH:28][CH:29]=6)[N:24]=5)=[CH:20][C:15]=4[N:14]=[C:13]3[CH2:33][C:34]3([C:39]([O:41]CC)=[O:40])[CH2:38][CH2:37][CH2:36][CH2:35]3)=[CH:9][CH:8]=2)[CH2:3][CH2:2]1.C1COCC1.[Li+].[OH-], predict the reaction product. The product is: [N:4]1([C:7]2[CH:8]=[CH:9][C:10]([CH2:11][N:12]3[C:16]4[CH:17]=[CH:18][C:19]([O:21][CH2:22][C:23]5[CH:32]=[CH:31][C:30]6[C:25](=[CH:26][CH:27]=[CH:28][CH:29]=6)[N:24]=5)=[CH:20][C:15]=4[N:14]=[C:13]3[CH2:33][C:34]3([C:39]([OH:41])=[O:40])[CH2:38][CH2:37][CH2:36][CH2:35]3)=[CH:44][CH:45]=2)[CH2:3][CH2:2][O:1][CH2:6][CH2:5]1. (5) Given the reactants [Cl:1][C:2]1[C:7](=[O:8])[CH2:6][CH:5]([CH2:9][CH2:10][CH3:11])[CH2:4][C:3]=1[NH:12][CH:13]([CH2:18][C:19]1[CH:20]=[C:21]2[C:25](=[CH:26][CH:27]=1)[N:24]([C:28](=[O:37])[C:29]1[C:34]([Cl:35])=[CH:33][N:32]=[CH:31][C:30]=1[Cl:36])[CH2:23][CH2:22]2)[C:14]([O:16]C)=[O:15].ClC1C=NC=C(Cl)C=1C(N1C2C(=CC(CC(NC3C4(CCCCC4)C(=O)C=3)C(O)=O)=CC=2)CC1)=O, predict the reaction product. The product is: [Cl:1][C:2]1[C:7](=[O:8])[CH2:6][CH:5]([CH2:9][CH2:10][CH3:11])[CH2:4][C:3]=1[NH:12][CH:13]([CH2:18][C:19]1[CH:20]=[C:21]2[C:25](=[CH:26][CH:27]=1)[N:24]([C:28](=[O:37])[C:29]1[C:30]([Cl:36])=[CH:31][N:32]=[CH:33][C:34]=1[Cl:35])[CH2:23][CH2:22]2)[C:14]([OH:16])=[O:15]. (6) Given the reactants C1(C2C=CC=CC=2)C=CC=CC=1.[Cl:13][C:14]1[C:19]([S:20]([N:23]([CH2:25][CH2:26][N:27]([CH2:30][CH3:31])[CH2:28][CH3:29])[CH3:24])(=[O:22])=[O:21])=[C:18]([OH:32])[C:17]([NH:33][C:34]2[C:37](=[O:38])[C:36](=[O:39])[C:35]=2Cl)=[CH:16][CH:15]=1.[Br:41][C:42]1[CH:48]=[CH:47][CH:46]=[CH:45][C:43]=1[NH2:44], predict the reaction product. The product is: [Br:41][C:42]1[CH:48]=[CH:47][CH:46]=[CH:45][C:43]=1[NH:44][C:35]1[C:36](=[O:39])[C:37](=[O:38])[C:34]=1[NH:33][C:17]1[C:18]([OH:32])=[C:19]([S:20]([N:23]([CH2:25][CH2:26][N:27]([CH2:30][CH3:31])[CH2:28][CH3:29])[CH3:24])(=[O:22])=[O:21])[C:14]([Cl:13])=[CH:15][CH:16]=1. (7) Given the reactants [NH2:1][C:2]1[N:10]=[CH:9][N:8]=[C:7]2[C:3]=1[N:4]=[CH:5][N:6]2[C@H:11]1[C@@H:15]2[O:16][C:17]([CH3:20])([CH3:19])[O:18][C@@H:14]2[C@@H:13]([CH2:21][S:22][CH2:23][CH2:24][CH2:25][CH2:26][C:27](O)=[O:28])[O:12]1.C1C=CC2N(O)N=NC=2C=1.CCN=C=NCCCN(C)C.[C:51]([C:55]1[CH:56]=[C:57]([NH2:62])[C:58]([NH2:61])=[CH:59][CH:60]=1)([CH3:54])([CH3:53])[CH3:52], predict the reaction product. The product is: [NH2:62][C:57]1[CH:56]=[C:55]([C:51]([CH3:53])([CH3:52])[CH3:54])[CH:60]=[CH:59][C:58]=1[NH:61][C:27](=[O:28])[CH2:26][CH2:25][CH2:24][CH2:23][S:22][CH2:21][C@@H:13]1[C@@H:14]2[C@@H:15]([O:16][C:17]([CH3:19])([CH3:20])[O:18]2)[C@H:11]([N:6]2[CH:5]=[N:4][C:3]3[C:7]2=[N:8][CH:9]=[N:10][C:2]=3[NH2:1])[O:12]1.